From a dataset of Reaction yield outcomes from USPTO patents with 853,638 reactions. Predict the reaction yield, written as a fraction of the theoretical maximum amount of product (1.0 means a 100% yield; for example, 0.34 means a 34% yield). (1) The reactants are [C:1](=[O:13])([O:6][CH:7]1[CH2:12][CH2:11][CH2:10][CH2:9][CH2:8]1)[O:2][CH:3](Cl)[CH3:4].CCCCCCC.CC(OC)(C)C.[C:27]([O:31][C:32]([NH:34][C@H:35]([CH2:40][C:41]1[CH:46]=[CH:45][C:44]([C:47]2[CH:52]=[C:51]([Cl:53])[CH:50]=[CH:49][C:48]=2[F:54])=[CH:43][CH:42]=1)[CH2:36][C:37]([OH:39])=[O:38])=[O:33])([CH3:30])([CH3:29])[CH3:28].C(=O)([O-])[O-].[Cs+].[Cs+]. The catalyst is CN(C=O)C. The product is [C:27]([O:31][C:32]([NH:34][C@H:35]([CH2:40][C:41]1[CH:46]=[CH:45][C:44]([C:47]2[CH:52]=[C:51]([Cl:53])[CH:50]=[CH:49][C:48]=2[F:54])=[CH:43][CH:42]=1)[CH2:36][C:37]([O:39][CH:3]([O:2][C:1]([O:6][CH:7]1[CH2:12][CH2:11][CH2:10][CH2:9][CH2:8]1)=[O:13])[CH3:4])=[O:38])=[O:33])([CH3:30])([CH3:28])[CH3:29]. The yield is 0.970. (2) The reactants are Br[C:2]1[CH:3]=[N:4][N:5]([CH3:17])[C:6]=1[C:7]1[CH:8]=[C:9]([C:13]([O:15][CH3:16])=[O:14])[S:10][C:11]=1[CH3:12].C(=O)([O-])[O-].[K+].[K+].O1CCO[CH2:26][CH2:25]1. The catalyst is O.CC(C)([P](C(C)(C)C)([Pd][P](C(C)(C)C)(C(C)(C)C)C(C)(C)C)C(C)(C)C)C. The product is [CH:25]([C:2]1[CH:3]=[N:4][N:5]([CH3:17])[C:6]=1[C:7]1[CH:8]=[C:9]([C:13]([O:15][CH3:16])=[O:14])[S:10][C:11]=1[CH3:12])=[CH2:26]. The yield is 0.810. (3) The reactants are [Cl:1][C:2]1[CH:3]=[C:4]([C@H:9]2[CH2:14][C@@H:13]([C:15]3[O:19][NH:18][C:17](=[O:20])[CH:16]=3)[CH2:12][CH2:11][N:10]2C(OC)=O)[CH:5]=[C:6]([Cl:8])[CH:7]=1.Br. No catalyst specified. The product is [Cl:8][C:6]1[CH:5]=[C:4]([C@H:9]2[CH2:14][C@@H:13]([C:15]3[O:19][NH:18][C:17](=[O:20])[CH:16]=3)[CH2:12][CH2:11][NH:10]2)[CH:3]=[C:2]([Cl:1])[CH:7]=1. The yield is 0.720. (4) The reactants are [F:1][C:2]1[CH:34]=[CH:33][C:5]([CH2:6][N:7]2[C:16](=[O:17])[C:15]([C:18]3[NH:23][C:22]4[CH:24]=[CH:25][C:26](I)=[CH:27][C:21]=4[S:20](=[O:30])(=[O:29])[N:19]=3)=[C:14]([OH:31])[C@H:13]3[C@@H:8]2[C@H:9]2[CH2:32][C@@H:12]3[CH2:11][CH2:10]2)=[CH:4][CH:3]=1.C([Sn](CCCC)(CCCC)[C:40]1[S:41](=[O:46])(=[O:45])[CH2:42][CH2:43][CH:44]=1)CCC. The catalyst is CN(C)C=O.C1C=CC([P]([Pd]([P](C2C=CC=CC=2)(C2C=CC=CC=2)C2C=CC=CC=2)([P](C2C=CC=CC=2)(C2C=CC=CC=2)C2C=CC=CC=2)[P](C2C=CC=CC=2)(C2C=CC=CC=2)C2C=CC=CC=2)(C2C=CC=CC=2)C2C=CC=CC=2)=CC=1. The product is [O:45]=[S:41]1(=[O:46])[CH2:42][CH2:43][CH:44]=[C:40]1[C:26]1[CH:25]=[CH:24][C:22]2[NH:23][C:18]([C:15]3[C:16](=[O:17])[N:7]([CH2:6][C:5]4[CH:33]=[CH:34][C:2]([F:1])=[CH:3][CH:4]=4)[C@@H:8]4[C@H:13]([C:14]=3[OH:31])[C@@H:12]3[CH2:32][C@H:9]4[CH2:10][CH2:11]3)=[N:19][S:20](=[O:30])(=[O:29])[C:21]=2[CH:27]=1. The yield is 0.200. (5) The reactants are [CH2:1]([N:8]1[CH:13]2[CH2:14][CH2:15][CH:9]1[CH2:10][C:11](=O)[CH2:12]2)[C:2]1[CH:7]=[CH:6][CH:5]=[CH:4][CH:3]=1.Cl.[NH2:18][OH:19].N1C=CC=CC=1. The catalyst is C(O)C.C([O-])(O)=O.[Na+]. The product is [CH2:1]([N:8]1[CH:13]2[CH2:14][CH2:15][CH:9]1[CH2:10][C:11](=[N:18][OH:19])[CH2:12]2)[C:2]1[CH:7]=[CH:6][CH:5]=[CH:4][CH:3]=1. The yield is 0.850. (6) The reactants are N1CCCC1.C(OC([N:16]1[CH2:20][C@H:19]([O:21][CH3:22])[CH2:18][C@H:17]1[CH2:23][C:24](=[O:31])[CH2:25][C:26](OCC)=O)=O)C1C=CC=CC=1.[H-].[Al+3].[Li+].[H-].[H-].[H-].[OH-].[Na+]. The catalyst is C(OCC)(=O)C.O1CCCC1.[OH-].[OH-].[Pd+2].C(O)C. The product is [CH3:22][O:21][C@H:19]1[CH2:20][N:16]2[C@H:17]([CH2:23][C:24](=[O:31])[CH2:25][CH2:26]2)[CH2:18]1. The yield is 0.590. (7) The reactants are C([O:4][CH:5]([CH3:24])[C:6]([NH:8][CH2:9][CH2:10][CH:11]1[C:22]2[C:21]3[O:20][C:19]([CH3:23])=[N:18][C:17]=3[CH:16]=[CH:15][C:14]=2[CH2:13][CH2:12]1)=[O:7])(=O)C.[OH-].[Na+]. The catalyst is O1CCCC1. The product is [OH:4][CH:5]([CH3:24])[C:6]([NH:8][CH2:9][CH2:10][CH:11]1[C:22]2[C:21]3[O:20][C:19]([CH3:23])=[N:18][C:17]=3[CH:16]=[CH:15][C:14]=2[CH2:13][CH2:12]1)=[O:7]. The yield is 0.860.